From a dataset of Forward reaction prediction with 1.9M reactions from USPTO patents (1976-2016). Predict the product of the given reaction. (1) Given the reactants Cl.[CH3:2][O:3][NH:4][CH3:5].[CH:6]1([S:9]([C:12]2[CH:17]=[CH:16][C:15]([CH:18]([CH2:22][CH:23]3[CH2:28][CH2:27][O:26][CH2:25][CH2:24]3)[C:19](O)=[O:20])=[CH:14][CH:13]=2)(=[O:11])=[O:10])[CH2:8][CH2:7]1.Cl.CN(C)CCCN=C=NCC.ON1C2C=CC=CC=2N=N1, predict the reaction product. The product is: [CH:6]1([S:9]([C:12]2[CH:13]=[CH:14][C:15]([CH:18]([CH2:22][CH:23]3[CH2:24][CH2:25][O:26][CH2:27][CH2:28]3)[C:19]([N:4]([O:3][CH3:2])[CH3:5])=[O:20])=[CH:16][CH:17]=2)(=[O:10])=[O:11])[CH2:8][CH2:7]1. (2) Given the reactants [OH:1][C:2]1[CH:3]=[CH:4][C:5]([C:8]([OH:10])=O)=[N:6][CH:7]=1.CN(C)C=O.C(Cl)(=O)C([Cl:19])=O, predict the reaction product. The product is: [OH:1][C:2]1[CH:3]=[CH:4][C:5]([C:8]([Cl:19])=[O:10])=[N:6][CH:7]=1. (3) Given the reactants [Cl:1][C:2]1[CH:7]=[CH:6][CH:5]=[CH:4][C:3]=1[CH2:8][N:9]1[C:13]([NH:14][C:15]([CH:17]2[CH2:20][CH2:19][CH2:18]2)=O)=[C:12]([C:21]([NH2:23])=[O:22])[N:11]=[N:10]1.C([O-])(O)=O.[Na+], predict the reaction product. The product is: [Cl:1][C:2]1[CH:7]=[CH:6][CH:5]=[CH:4][C:3]=1[CH2:8][N:9]1[C:13]2[N:14]=[C:15]([CH:17]3[CH2:20][CH2:19][CH2:18]3)[NH:23][C:21](=[O:22])[C:12]=2[N:11]=[N:10]1. (4) Given the reactants Br[C:2]1[CH:3]=[C:4]([CH:8]2[O:13][CH2:12][CH2:11][CH2:10][O:9]2)[CH:5]=[CH:6][CH:7]=1.[F:14][C:15]([F:23])([F:22])[C:16](=[O:21])[CH:17]=[C:18]([CH3:20])[CH3:19], predict the reaction product. The product is: [O:9]1[CH2:10][CH2:11][CH2:12][O:13][CH:8]1[C:4]1[CH:3]=[C:2]([C:18]([CH3:20])([CH3:19])[CH2:17][C:16](=[O:21])[C:15]([F:23])([F:22])[F:14])[CH:7]=[CH:6][CH:5]=1.